Dataset: Forward reaction prediction with 1.9M reactions from USPTO patents (1976-2016). Task: Predict the product of the given reaction. (1) Given the reactants Cl.C([NH:6][CH2:7][CH2:8][C:9]([OH:11])=[O:10])(C)(C)C.[OH-].[Na+].[Br:14][C:15]([CH3:20])([CH3:19])[C:16](Br)=[O:17].[C:21](OCC)(=O)C.CCC[CH2:30][CH2:31][CH3:32], predict the reaction product. The product is: [C:31]([O:11][C:9](=[O:10])[CH2:8][CH2:7][NH:6][C:16](=[O:17])[C:15]([Br:14])([CH3:20])[CH3:19])([CH3:30])([CH3:32])[CH3:21]. (2) Given the reactants Cl[C:2]1[CH:3]=[C:4]([CH:10]=[CH:11][N:12]=1)[C:5]([O:7][CH2:8][CH3:9])=[O:6].[CH3:13][C:14]1[CH:19]=[C:18]([F:20])[CH:17]=[CH:16][C:15]=1B(O)O.C(=O)([O-])[O-].[Na+].[Na+], predict the reaction product. The product is: [CH2:8]([O:7][C:5]([C:4]1[CH:10]=[CH:11][N:12]=[C:2]([C:15]2[CH:16]=[CH:17][C:18]([F:20])=[CH:19][C:14]=2[CH3:13])[CH:3]=1)=[O:6])[CH3:9]. (3) Given the reactants [CH2:1]([O:3][C:4](=[O:24])[CH2:5][N:6]1[C:14]2[N:13]=[CH:12][N:11]([CH2:15][C:16]3[CH:21]=[CH:20][CH:19]=[CH:18][CH:17]=3)[C:10]=2[C:9](=[O:22])[NH:8][C:7]1=[O:23])[CH3:2].C(=O)([O-])[O-].[K+].[K+].Br[CH2:32][CH2:33][C:34]1[CH:39]=[CH:38][CH:37]=[CH:36][CH:35]=1.CN(C)C=O, predict the reaction product. The product is: [CH2:1]([O:3][C:4](=[O:24])[CH2:5][N:6]1[C:14]2[N:13]=[CH:12][N:11]([CH2:15][C:16]3[CH:21]=[CH:20][CH:19]=[CH:18][CH:17]=3)[C:10]=2[C:9](=[O:22])[N:8]([CH2:32][CH2:33][C:34]2[CH:39]=[CH:38][CH:37]=[CH:36][CH:35]=2)[C:7]1=[O:23])[CH3:2]. (4) Given the reactants [NH2:1][C:2]1[CH:6]=[CH:5][S:4][C:3]=1[C:7]([O:9][CH3:10])=[O:8].[N:11]1[C:20]2[C:15](=[CH:16][CH:17]=[CH:18][CH:19]=2)[N:14]=[CH:13][C:12]=1[C:21](Cl)=[O:22], predict the reaction product. The product is: [N:11]1[C:20]2[C:15](=[CH:16][CH:17]=[CH:18][CH:19]=2)[N:14]=[CH:13][C:12]=1[C:21]([NH:1][C:2]1[CH:6]=[CH:5][S:4][C:3]=1[C:7]([O:9][CH3:10])=[O:8])=[O:22]. (5) Given the reactants [CH3:1][O:2][C:3](=[O:15])[CH2:4][O:5][C:6]1[CH:11]=[CH:10][CH:9]=[C:8]([N+:12]([O-])=O)[CH:7]=1, predict the reaction product. The product is: [CH3:1][O:2][C:3](=[O:15])[CH2:4][O:5][C:6]1[CH:11]=[CH:10][CH:9]=[C:8]([NH2:12])[CH:7]=1. (6) Given the reactants Br[CH2:2][C:3]1[C:12]2[C:7](=[CH:8][CH:9]=[CH:10][CH:11]=2)[N:6]=[C:5](Cl)[CH:4]=1.C([N:16](CC)CC)C.C(=O)(O)[O-].[Na+].[CH3:26][N:27]1[CH2:32][CH2:31][NH:30][CH2:29][CH2:28]1, predict the reaction product. The product is: [CH3:26][N:27]1[CH2:32][CH2:31][N:30]([CH2:2][C:3]2[C:12]3[C:7](=[CH:8][CH:9]=[CH:10][CH:11]=3)[N:6]=[C:5]([NH2:16])[CH:4]=2)[CH2:29][CH2:28]1. (7) Given the reactants [F:1][C:2]1[C:7](I)=[CH:6][C:5]([CH:9]([CH3:11])[CH3:10])=[CH:4][N:3]=1.[CH3:12][N:13](C=O)C, predict the reaction product. The product is: [F:1][C:2]1[N:3]=[CH:4][C:5]([CH:9]([CH3:11])[CH3:10])=[CH:6][C:7]=1[C:12]#[N:13].